This data is from NCI-60 drug combinations with 297,098 pairs across 59 cell lines. The task is: Regression. Given two drug SMILES strings and cell line genomic features, predict the synergy score measuring deviation from expected non-interaction effect. (1) Drug 1: C1=CN(C(=O)N=C1N)C2C(C(C(O2)CO)O)O.Cl. Drug 2: CC1=C(C=C(C=C1)C(=O)NC2=CC(=CC(=C2)C(F)(F)F)N3C=C(N=C3)C)NC4=NC=CC(=N4)C5=CN=CC=C5. Cell line: UO-31. Synergy scores: CSS=17.6, Synergy_ZIP=-2.74, Synergy_Bliss=-0.783, Synergy_Loewe=-9.77, Synergy_HSA=-0.809. (2) Drug 1: CC1=CC2C(CCC3(C2CCC3(C(=O)C)OC(=O)C)C)C4(C1=CC(=O)CC4)C. Drug 2: C1=NC2=C(N1)C(=S)N=CN2. Cell line: MCF7. Synergy scores: CSS=8.15, Synergy_ZIP=-7.07, Synergy_Bliss=-7.14, Synergy_Loewe=-43.8, Synergy_HSA=-16.1. (3) Drug 1: CC1=C(C=C(C=C1)NC(=O)C2=CC=C(C=C2)CN3CCN(CC3)C)NC4=NC=CC(=N4)C5=CN=CC=C5. Drug 2: CCN(CC)CCCC(C)NC1=C2C=C(C=CC2=NC3=C1C=CC(=C3)Cl)OC. Cell line: MALME-3M. Synergy scores: CSS=17.6, Synergy_ZIP=0.820, Synergy_Bliss=3.23, Synergy_Loewe=5.77, Synergy_HSA=6.39. (4) Drug 1: C1CC(=O)NC(=O)C1N2C(=O)C3=CC=CC=C3C2=O. Drug 2: CC(C)CN1C=NC2=C1C3=CC=CC=C3N=C2N. Cell line: COLO 205. Synergy scores: CSS=-1.71, Synergy_ZIP=2.94, Synergy_Bliss=1.41, Synergy_Loewe=-2.36, Synergy_HSA=-3.33. (5) Cell line: RPMI-8226. Drug 1: C1C(C(OC1N2C=C(C(=O)NC2=O)F)CO)O. Synergy scores: CSS=32.9, Synergy_ZIP=-3.78, Synergy_Bliss=-3.57, Synergy_Loewe=-10.2, Synergy_HSA=0.671. Drug 2: C1CC(C1)(C(=O)O)C(=O)O.[NH2-].[NH2-].[Pt+2]. (6) Drug 1: CCC1=CC2CC(C3=C(CN(C2)C1)C4=CC=CC=C4N3)(C5=C(C=C6C(=C5)C78CCN9C7C(C=CC9)(C(C(C8N6C)(C(=O)OC)O)OC(=O)C)CC)OC)C(=O)OC.C(C(C(=O)O)O)(C(=O)O)O. Drug 2: CC(C)(C#N)C1=CC(=CC(=C1)CN2C=NC=N2)C(C)(C)C#N. Cell line: EKVX. Synergy scores: CSS=17.4, Synergy_ZIP=-0.115, Synergy_Bliss=-0.611, Synergy_Loewe=-12.5, Synergy_HSA=-0.0192. (7) Drug 1: C1=NC2=C(N1)C(=S)N=C(N2)N. Drug 2: CC1=C(C(=O)C2=C(C1=O)N3CC4C(C3(C2COC(=O)N)OC)N4)N. Cell line: CCRF-CEM. Synergy scores: CSS=64.0, Synergy_ZIP=0.694, Synergy_Bliss=-0.157, Synergy_Loewe=-0.856, Synergy_HSA=2.44. (8) Drug 1: C1CCN(CC1)CCOC2=CC=C(C=C2)C(=O)C3=C(SC4=C3C=CC(=C4)O)C5=CC=C(C=C5)O. Drug 2: CNC(=O)C1=NC=CC(=C1)OC2=CC=C(C=C2)NC(=O)NC3=CC(=C(C=C3)Cl)C(F)(F)F. Cell line: SK-MEL-2. Synergy scores: CSS=15.6, Synergy_ZIP=1.48, Synergy_Bliss=5.46, Synergy_Loewe=-3.61, Synergy_HSA=1.10.